From a dataset of NCI-60 drug combinations with 297,098 pairs across 59 cell lines. Regression. Given two drug SMILES strings and cell line genomic features, predict the synergy score measuring deviation from expected non-interaction effect. (1) Drug 1: CC1=C2C(C(=O)C3(C(CC4C(C3C(C(C2(C)C)(CC1OC(=O)C(C(C5=CC=CC=C5)NC(=O)OC(C)(C)C)O)O)OC(=O)C6=CC=CC=C6)(CO4)OC(=O)C)OC)C)OC. Drug 2: C1C(C(OC1N2C=NC3=C(N=C(N=C32)Cl)N)CO)O. Cell line: UO-31. Synergy scores: CSS=44.8, Synergy_ZIP=4.02, Synergy_Bliss=4.07, Synergy_Loewe=2.38, Synergy_HSA=6.41. (2) Drug 1: C1=CN(C(=O)N=C1N)C2C(C(C(O2)CO)O)O.Cl. Drug 2: CC=C1C(=O)NC(C(=O)OC2CC(=O)NC(C(=O)NC(CSSCCC=C2)C(=O)N1)C(C)C)C(C)C. Cell line: RPMI-8226. Synergy scores: CSS=46.5, Synergy_ZIP=-1.55, Synergy_Bliss=1.55, Synergy_Loewe=1.22, Synergy_HSA=3.20. (3) Drug 1: CC12CCC(CC1=CCC3C2CCC4(C3CC=C4C5=CN=CC=C5)C)O. Drug 2: CC12CCC3C(C1CCC2=O)CC(=C)C4=CC(=O)C=CC34C. Cell line: UACC62. Synergy scores: CSS=22.1, Synergy_ZIP=1.37, Synergy_Bliss=-0.581, Synergy_Loewe=-12.6, Synergy_HSA=-0.179. (4) Cell line: 786-0. Synergy scores: CSS=-5.13, Synergy_ZIP=1.91, Synergy_Bliss=-1.08, Synergy_Loewe=-4.74, Synergy_HSA=-4.52. Drug 2: CC12CCC3C(C1CCC2O)C(CC4=C3C=CC(=C4)O)CCCCCCCCCS(=O)CCCC(C(F)(F)F)(F)F. Drug 1: CCN(CC)CCNC(=O)C1=C(NC(=C1C)C=C2C3=C(C=CC(=C3)F)NC2=O)C. (5) Drug 1: CN(CCCl)CCCl.Cl. Drug 2: C(CCl)NC(=O)N(CCCl)N=O. Cell line: OVCAR-5. Synergy scores: CSS=15.9, Synergy_ZIP=-2.19, Synergy_Bliss=1.73, Synergy_Loewe=-3.95, Synergy_HSA=0.876.